Dataset: Peptide-MHC class II binding affinity with 134,281 pairs from IEDB. Task: Regression. Given a peptide amino acid sequence and an MHC pseudo amino acid sequence, predict their binding affinity value. This is MHC class II binding data. (1) The peptide sequence is SPKARSERPAIVPPA. The MHC is HLA-DQA10101-DQB10501 with pseudo-sequence HLA-DQA10101-DQB10501. The binding affinity (normalized) is 0.0221. (2) The peptide sequence is QFKRASPILRFLYAN. The MHC is DRB5_0101 with pseudo-sequence DRB5_0101. The binding affinity (normalized) is 1.00. (3) The peptide sequence is PRFLWQPKRECHF. The MHC is DRB1_0401 with pseudo-sequence DRB1_0401. The binding affinity (normalized) is 0.248. (4) The peptide sequence is AAYAAQGYKVLVLNPSVAAT. The MHC is DRB1_0404 with pseudo-sequence DRB1_0404. The binding affinity (normalized) is 0.588. (5) The peptide sequence is RVIRGKKGAGGITIK. The MHC is HLA-DQA10501-DQB10301 with pseudo-sequence HLA-DQA10501-DQB10301. The binding affinity (normalized) is 0.580. (6) The peptide sequence is GELQIVFKIDAAFKI. The MHC is DRB1_1302 with pseudo-sequence DRB1_1302. The binding affinity (normalized) is 0.808.